From a dataset of Full USPTO retrosynthesis dataset with 1.9M reactions from patents (1976-2016). Predict the reactants needed to synthesize the given product. (1) The reactants are: [F:1][C:2]1[CH:7]=[CH:6][CH:5]=[C:4]([F:8])[C:3]=1[NH:9][C:10]([C@@H:12]1[CH2:21][C:20]2[C:15](=[CH:16][CH:17]=[CH:18][CH:19]=2)[CH2:14][N:13]1[C:22](=[O:41])[C@@H:23]([NH:27][C:28](=[O:40])[C@@H:29]([N:31](C)[C:32](=O)OC(C)(C)C)[CH3:30])[CH:24]([CH3:26])[CH3:25])=[O:11].C(O)(C(F)(F)F)=O. Given the product [F:1][C:2]1[CH:7]=[CH:6][CH:5]=[C:4]([F:8])[C:3]=1[NH:9][C:10]([C@@H:12]1[CH2:21][C:20]2[C:15](=[CH:16][CH:17]=[CH:18][CH:19]=2)[CH2:14][N:13]1[C:22](=[O:41])[C@@H:23]([NH:27][C:28](=[O:40])[C@@H:29]([NH:31][CH3:32])[CH3:30])[CH:24]([CH3:26])[CH3:25])=[O:11], predict the reactants needed to synthesize it. (2) Given the product [OH:1][CH:2]([C:8]1[CH:13]=[CH:12][CH:11]=[CH:10][N:9]=1)[C:3]([OH:5])=[O:4].[Cl-:17].[Na+:15], predict the reactants needed to synthesize it. The reactants are: [OH:1][CH:2]([C:8]1[CH:13]=[CH:12][CH:11]=[CH:10][N:9]=1)[C:3]([O:5]CC)=[O:4].[OH-].[Na+:15].O.[ClH:17]. (3) Given the product [C:25]([C:29]1[CH:30]=[CH:31][C:32]([C:33]([NH:1][C@@H:2]([CH2:7][C:8]2[CH:9]=[CH:10][C:11]([C:14]#[N:15])=[CH:12][CH:13]=2)[C:3]([O:5][CH3:6])=[O:4])=[O:34])=[CH:36][CH:37]=1)([CH3:28])([CH3:26])[CH3:27], predict the reactants needed to synthesize it. The reactants are: [NH2:1][C@@H:2]([CH2:7][C:8]1[CH:13]=[CH:12][C:11]([C:14]#[N:15])=[CH:10][CH:9]=1)[C:3]([O:5][CH3:6])=[O:4].CCN(C(C)C)C(C)C.[C:25]([C:29]1[CH:37]=[CH:36][C:32]([C:33](Cl)=[O:34])=[CH:31][CH:30]=1)([CH3:28])([CH3:27])[CH3:26]. (4) Given the product [OH:8][C:9]1[C:18](=[O:19])[N:17]2[C:12]([C:13]([CH3:20])([CH3:21])[O:14][CH2:15][CH2:16]2)=[N:11][C:10]=1[C:22]([NH:24][CH2:25][C:26]1[S:30][C:29]([CH3:31])=[N:28][CH:27]=1)=[O:23], predict the reactants needed to synthesize it. The reactants are: C([O:8][C:9]1[C:18](=[O:19])[N:17]2[C:12]([C:13]([CH3:21])([CH3:20])[O:14][CH2:15][CH2:16]2)=[N:11][C:10]=1[C:22]([NH:24][CH2:25][C:26]1[S:30][C:29]([CH3:31])=[N:28][CH:27]=1)=[O:23])C1C=CC=CC=1.[H][H].